Dataset: Full USPTO retrosynthesis dataset with 1.9M reactions from patents (1976-2016). Task: Predict the reactants needed to synthesize the given product. (1) Given the product [CH3:16][C:12]([C:9]1[CH:8]=[CH:7][C:6]([SH:5])=[CH:11][CH:10]=1)([CH3:15])[CH2:13][CH3:14], predict the reactants needed to synthesize it. The reactants are: CN(C)C([S:5][C:6]1[CH:11]=[CH:10][C:9]([C:12]([CH3:16])([CH3:15])[CH2:13][CH3:14])=[CH:8][CH:7]=1)=O.C([O-])([O-])=O.[K+].[K+]. (2) Given the product [Cl:2][C:3]1[C:12]2[C:7](=[CH:8][CH:9]=[CH:10][CH:11]=2)[CH:6]=[CH:5][C:4]=1[O:13][CH2:14][CH2:15][NH:16][CH:23]([C:21]1[O:22][C:18]([CH3:17])=[CH:19][CH:20]=1)[CH3:24], predict the reactants needed to synthesize it. The reactants are: [Cl-].[Cl:2][C:3]1[C:12]2[C:7](=[CH:8][CH:9]=[CH:10][CH:11]=2)[CH:6]=[CH:5][C:4]=1[O:13][CH2:14][CH2:15][NH3+:16].[CH3:17][C:18]1[O:22][C:21]([C:23](=O)[CH3:24])=[CH:20][CH:19]=1. (3) Given the product [CH2:16]([C:3]1([CH2:1][CH3:2])[C:11]2[C:6](=[CH:7][CH:8]=[C:9]([N+:12]([O-:14])=[O:13])[CH:10]=2)[N:5]([CH:21]([CH3:23])[CH3:22])[C:4]1=[O:15])[CH3:17], predict the reactants needed to synthesize it. The reactants are: [CH2:1]([C:3]1([CH2:16][CH3:17])[C:11]2[C:6](=[CH:7][CH:8]=[C:9]([N+:12]([O-:14])=[O:13])[CH:10]=2)[NH:5][C:4]1=[O:15])[CH3:2].[H-].[Na+].I[CH:21]([CH3:23])[CH3:22]. (4) Given the product [CH3:27][N:1]1[CH2:4][CH:3]([C:5]2[N:16]([C@H:17]3[CH2:18][CH2:19][C@H:20]([CH2:23][C:24]#[N:25])[CH2:21][CH2:22]3)[C:8]3=[C:9]4[S:15][CH:14]=[CH:13][C:10]4=[N:11][CH:12]=[C:7]3[N:6]=2)[CH2:2]1, predict the reactants needed to synthesize it. The reactants are: [NH:1]1[CH2:4][CH:3]([C:5]2[N:16]([C@H:17]3[CH2:22][CH2:21][C@H:20]([CH2:23][C:24]#[N:25])[CH2:19][CH2:18]3)[C:8]3=[C:9]4[S:15][CH:14]=[CH:13][C:10]4=[N:11][CH:12]=[C:7]3[N:6]=2)[CH2:2]1.O1CCC[CH2:27]1.C=O.C(O[BH-](OC(=O)C)OC(=O)C)(=O)C.[Na+]. (5) Given the product [NH2:23][C:20]1[N:21]=[CH:22][C:17]([C:3]2[CH:4]=[CH:5][C:6]([C:25]3[CH:30]=[CH:29][CH:28]=[CH:27][C:26]=3[NH:31][S:32]([N:35]3[CH2:39][CH2:38][CH2:37][CH2:36]3)(=[O:34])=[O:33])=[CH:7][C:2]=2[F:1])=[CH:18][N:19]=1, predict the reactants needed to synthesize it. The reactants are: [F:1][C:2]1[CH:7]=[C:6](B2OC(C)(C)C(C)(C)O2)[CH:5]=[CH:4][C:3]=1[C:17]1[CH:18]=[N:19][C:20]([NH2:23])=[N:21][CH:22]=1.Br[C:25]1[CH:30]=[CH:29][CH:28]=[CH:27][C:26]=1[NH:31][S:32]([N:35]1[CH2:39][CH2:38][CH2:37][CH2:36]1)(=[O:34])=[O:33]. (6) Given the product [ClH:44].[ClH:44].[ClH:44].[CH3:1][C:2]1[C:10]2[C:5](=[CH:6][CH:7]=[CH:8][C:9]=2[NH:11][C:12]([C:14]2[N:18]3[CH:19]=[CH:20][C:21]([CH:23]4[CH2:28][CH2:27][NH:26][CH2:25][CH2:24]4)=[CH:22][C:17]3=[N:16][CH:15]=2)=[O:13])[N:4]([CH2:36][C:37]2[CH:42]=[CH:41][CH:40]=[C:39]([CH3:43])[N:38]=2)[N:3]=1, predict the reactants needed to synthesize it. The reactants are: [CH3:1][C:2]1[C:10]2[C:5](=[CH:6][CH:7]=[CH:8][C:9]=2[NH:11][C:12]([C:14]2[N:18]3[CH:19]=[CH:20][C:21]([C:23]4[CH2:28][CH2:27][N:26](C(OC(C)(C)C)=O)[CH2:25][CH:24]=4)=[CH:22][C:17]3=[N:16][CH:15]=2)=[O:13])[N:4]([CH2:36][C:37]2[CH:42]=[CH:41][CH:40]=[C:39]([CH3:43])[N:38]=2)[N:3]=1.[ClH:44].[H][H]. (7) The reactants are: C(OC([N:8]1[CH2:13][CH2:12][N:11]([C:14]2[C:19]([C:20]#[C:21][C:22]3[CH:23]=[N:24][C:25]([NH2:28])=[CH:26][CH:27]=3)=[C:18]([CH3:29])[N:17]=[C:16]([NH2:30])[N:15]=2)[CH2:10][CH2:9]1)=O)(C)(C)C.C(O)(C(F)(F)F)=O.C([O-])([O-])=O.[Na+].[Na+]. Given the product [NH2:28][C:25]1[N:24]=[CH:23][C:22]([C:21]#[C:20][C:19]2[C:18]([CH3:29])=[N:17][C:16]([NH2:30])=[N:15][C:14]=2[N:11]2[CH2:12][CH2:13][NH:8][CH2:9][CH2:10]2)=[CH:27][CH:26]=1, predict the reactants needed to synthesize it.